Task: Predict which catalyst facilitates the given reaction.. Dataset: Catalyst prediction with 721,799 reactions and 888 catalyst types from USPTO (1) Reactant: [F:1][C:2]([F:29])([F:28])[C:3]1[CH:4]=[C:5]([C@H:13]2[C@H:22]([C:23](O)=[O:24])[C:21]3[C:16](=[CH:17][CH:18]=[CH:19][CH:20]=3)[C:15](=[O:26])[N:14]2[CH3:27])[CH:6]=[C:7]([C:9]([F:12])([F:11])[F:10])[CH:8]=1.C1CN([P+](ON2N=NC3C=CC=CC2=3)(N2CCCC2)N2CCCC2)CC1.F[P-](F)(F)(F)(F)F.[CH2:63]([NH2:69])[C:64]1[O:68][CH:67]=[CH:66][CH:65]=1.C(N(CC)C(C)C)(C)C. Product: [F:12][C:9]([F:11])([F:10])[C:7]1[CH:6]=[C:5]([C@H:13]2[C@H:22]([C:23]([NH:69][CH2:63][C:64]3[O:68][CH:67]=[CH:66][CH:65]=3)=[O:24])[C:21]3[C:16](=[CH:17][CH:18]=[CH:19][CH:20]=3)[C:15](=[O:26])[N:14]2[CH3:27])[CH:4]=[C:3]([C:2]([F:1])([F:29])[F:28])[CH:8]=1. The catalyst class is: 4. (2) Reactant: Cl[C:2]1[C:7]([NH:8][S:9]([C:12]2[CH:17]=[CH:16][C:15]([F:18])=[CH:14][CH:13]=2)(=[O:11])=[O:10])=[CH:6][C:5]([C:19]2[N:23]3[CH:24]=[CH:25][CH:26]=[CH:27][C:22]3=[N:21][C:20]=2C)=[CH:4][N:3]=1.B1(B2OC(C)(C)C(C)(C)O2)OC(C)(C)C(C)(C)O1.C([O-])(=O)C.[K+].C1C=CN2C(=NC=C2Br)C=1.C(=O)([O-])[O-].[Na+].[Na+]. Product: [F:18][C:15]1[CH:14]=[CH:13][C:12]([S:9]([NH:8][C:7]2[CH:2]=[N:3][CH:4]=[C:5]([C:19]3[N:23]4[CH:24]=[CH:25][CH:26]=[CH:27][C:22]4=[N:21][CH:20]=3)[CH:6]=2)(=[O:11])=[O:10])=[CH:17][CH:16]=1. The catalyst class is: 38. (3) Reactant: [Cl:1][C:2]1[CH:10]=[CH:9][C:5]([C:6](Cl)=[O:7])=[CH:4][CH:3]=1.[Cl-].[Al+3].[Cl-].[Cl-].ClC(Cl)C.[CH3:19][N:20]1[CH:24]=[C:23]([CH3:25])[C:22]([C:26]([O:28][CH2:29][CH3:30])=[O:27])=[C:21]1[CH2:31][C:32]([O:34][CH2:35][CH3:36])=[O:33]. Product: [Cl:1][C:2]1[CH:10]=[CH:9][C:5]([C:6]([C:24]2[N:20]([CH3:19])[C:21]([CH2:31][C:32]([O:34][CH2:35][CH3:36])=[O:33])=[C:22]([C:26]([O:28][CH2:29][CH3:30])=[O:27])[C:23]=2[CH3:25])=[O:7])=[CH:4][CH:3]=1. The catalyst class is: 26.